From a dataset of Catalyst prediction with 721,799 reactions and 888 catalyst types from USPTO. Predict which catalyst facilitates the given reaction. (1) Reactant: C(N(CC)CC)C.[C:8]([N:27]1[CH:31]=[C:30]([CH2:32][OH:33])[N:29]=[CH:28]1)([C:21]1[CH:26]=[CH:25][CH:24]=[CH:23][CH:22]=1)([C:15]1[CH:20]=[CH:19][CH:18]=[CH:17][CH:16]=1)[C:9]1[CH:14]=[CH:13][CH:12]=[CH:11][CH:10]=1.[Si:34]([O:41][CH:42]([C:46]1[CH:51]=[CH:50][C:49]([C:52]#[N:53])=[CH:48][CH:47]=1)[C:43](O)=[O:44])([C:37]([CH3:40])([CH3:39])[CH3:38])([CH3:36])[CH3:35]. Product: [Si:34]([O:41][CH:42]([C:46]1[CH:47]=[CH:48][C:49]([C:52]#[N:53])=[CH:50][CH:51]=1)[C:43]([O:33][CH2:32][C:30]1[N:29]=[CH:28][N:27]([C:8]([C:21]2[CH:22]=[CH:23][CH:24]=[CH:25][CH:26]=2)([C:15]2[CH:16]=[CH:17][CH:18]=[CH:19][CH:20]=2)[C:9]2[CH:14]=[CH:13][CH:12]=[CH:11][CH:10]=2)[CH:31]=1)=[O:44])([C:37]([CH3:40])([CH3:39])[CH3:38])([CH3:36])[CH3:35]. The catalyst class is: 4. (2) Reactant: [Cl:1][C:2]1[CH:3]=[C:4]([N+:13]([O-])=O)[C:5]([CH3:12])=[C:6]([CH:11]=1)[C:7]([O:9][CH3:10])=[O:8].O.O.[Sn](Cl)Cl.C([O-])([O-])=O.[Na+].[Na+]. Product: [NH2:13][C:4]1[C:5]([CH3:12])=[C:6]([CH:11]=[C:2]([Cl:1])[CH:3]=1)[C:7]([O:9][CH3:10])=[O:8]. The catalyst class is: 13. (3) Reactant: [O:1]([C:8]1[CH:13]=[CH:12][CH:11]=[CH:10][C:9]=1[CH2:14][CH2:15]O)[C:2]1[CH:7]=[CH:6][CH:5]=[CH:4][CH:3]=1.C(Br)(Br)(Br)[Br:18].C1C=CC(P(C2C=CC=CC=2)C2C=CC=CC=2)=CC=1. Product: [Br:18][CH2:15][CH2:14][C:9]1[CH:10]=[CH:11][CH:12]=[CH:13][C:8]=1[O:1][C:2]1[CH:7]=[CH:6][CH:5]=[CH:4][CH:3]=1. The catalyst class is: 2. (4) Reactant: [N:1]1([C:7](Cl)=[O:8])[CH2:6][CH2:5][CH2:4][CH2:3][CH2:2]1.[CH3:10][C@:11]12[C:19]([CH3:21])([CH3:20])[C@H:15]([NH:16][CH2:17][CH2:18]1)[CH2:14][C:13]1[C:22]([OH:26])=[CH:23][CH:24]=[CH:25][C:12]2=1.C(N(CC)CC)C.O. Product: [OH:26][C:22]1[C:13]2[CH2:14][C@@H:15]3[C:19]([CH3:20])([CH3:21])[C@:11]([CH3:10])([C:12]=2[CH:25]=[CH:24][CH:23]=1)[CH2:18][CH2:17][N:16]3[C:7]([N:1]1[CH2:6][CH2:5][CH2:4][CH2:3][CH2:2]1)=[O:8]. The catalyst class is: 9. (5) Reactant: C([N:8]1[CH2:13][CH:12]=[C:11]([C:14]2[CH:19]=[CH:18][C:17]([O:20][CH2:21][CH2:22][CH3:23])=[CH:16][CH:15]=2)[CH2:10][CH2:9]1)C1C=CC=CC=1.C([O-])=O.[NH4+]. Product: [CH2:21]([O:20][C:17]1[CH:18]=[CH:19][C:14]([CH:11]2[CH2:10][CH2:9][NH:8][CH2:13][CH2:12]2)=[CH:15][CH:16]=1)[CH2:22][CH3:23]. The catalyst class is: 19. (6) Reactant: [CH3:1][C:2]1[CH:3]=[C:4]([CH2:7][NH:8][C:9]([C:11]23[CH2:20][CH:15]4[CH2:16][CH:17]([CH2:19][CH:13]([CH2:14]4)[CH2:12]2)[CH2:18]3)=[O:10])[S:5][CH:6]=1.[H-].[Na+].[CH3:23]I. Product: [CH3:23][N:8]([CH2:7][C:4]1[S:5][CH:6]=[C:2]([CH3:1])[CH:3]=1)[C:9]([C:11]12[CH2:18][CH:17]3[CH2:16][CH:15]([CH2:14][CH:13]([CH2:19]3)[CH2:12]1)[CH2:20]2)=[O:10]. The catalyst class is: 3.